From a dataset of Experimentally validated miRNA-target interactions with 360,000+ pairs, plus equal number of negative samples. Binary Classification. Given a miRNA mature sequence and a target amino acid sequence, predict their likelihood of interaction. (1) The miRNA is hsa-miR-6771-3p with sequence CAAACCCCUGUCUACCCGCAG. The protein sequence of the target gene is MGQEEELLRIAKKLEKMVARKNTEGALDLLKKLHSCQMSIQLLQTTRIGVAVNGVRKHCSDKEVVSLAKVLIKNWKRLLDSPGPPKGEKGEEREKAKKKEKGLECSDWKPEAGLSPPRKKREDPKTRRDSVDSKSSASSSPKRPSVERSNSSKSKAESPKTPSSPLTPTFASSMCLLAPCYLTGDSVRDKCVEMLSAALKADDDYKDYGVNCDKMASEIEDHIYQELKSTDMKYRNRVRSRISNLKDPRNPGLRRNVLSGAISAGLIAKMTAEEMASDELRELRNAMTQEAIREHQMAKT.... Result: 1 (interaction). (2) The miRNA is mmu-miR-3470b with sequence UCACUCUGUAGACCAGGCUGG. The protein sequence of the target gene is MEERKEEGEAEIQEHGPEHWFSKWERQCLAEAEQDEQLSPELQEEAAAAAQPEHKQQKLWHLFQNSATAVAQLYKDRVCQQPGLSLWVPFQNAATAVTNLYKESVDTHQRSFDIGIQIGYQRRNKDVLAWVKKRRRTIRREDLISFLCGKVPPPRNSRAPPRLTVVSPNRATSTETSSSVETDLQPFREAIALHGLSGAMASISVRSSTPGSPTHVSSGPNASRRRNGLHDVDLNTFITEEMALHLDNGGTRKRTSAQCGDVITDSPTHKRNRML. Result: 0 (no interaction). (3) The miRNA is hsa-miR-20b-3p with sequence ACUGUAGUAUGGGCACUUCCAG. The protein sequence of the target gene is MKRRAGLGGSMRSVVGFLSQRGLHGDPLLTQDFQRRRLRGCRNLYKKDLLGHFGCVNAIEFSNNGGQWLVSGGDDRRVLLWHMEQAIHSRVKPIQLKGEHHSNIFCLAFNSGNTKVFSGGNDEQVILHDVESSETLDVFAHEDAVYGLSVSPVNDNIFASSSDDGRVLIWDIRESPHGEPFCLANYPSAFHSVMFNPVEPRLLATANSKEGVGLWDIRKPQSSLLRYGGNLSLQSAMSVRFNSNGTQLLALRRRLPPVLYDIHSRLPVFQFDNQGYFNSCTMKSCCFAGDRDQYILSGSD.... Result: 0 (no interaction). (4) The miRNA is hsa-miR-548at-5p with sequence AAAAGUUAUUGCGGUUUUGGCU. Result: 0 (no interaction). The protein sequence of the target gene is MSSKPEPKDIHQPNGTGPTPSPCSSDGPGREPLAGTSEFLGPDGVEVVVIESRANAKGIREEDALLENGSQSNESDDVSTDRGPAPPSPLKETSFSIGLQVLFPFLLAGFGTVAAGMVLDIVQHWEVFQKVTEVFILVPALLGLKGNLEMTLASRLSTAANIGQMDTPKELWRMITGNMALIQVQATVVGFLASIAAVVFGWIPDGHFSIPHAFLLCASSVATAFIASLVLGMIMIGVIIGSRKIGINPDNVATPIAASLGDLITLALLSGISWGLYLELKHWRYIYPLVCAFFVALLPV.... (5) The miRNA is ath-miR408-3p with sequence AUGCACUGCCUCUUCCCUGGC. The protein sequence of the target gene is MARRPRAPAASGEEFSFVSPLVKYLLFFFNMLFWVISMVMVAVGVYARLMKHAEAALACLAVDPAILLIVVGVLMFLLTFCGCIGSLRENICLLQTFSLCLTAVFLLQLAAGILGFVFSDKARGKVSEIINNAIVHYRDDLDLQNLIDFGQKKFSCCGGISYKDWSQNMYFNCSEDNPSRERCSVPYSCCLPTPDQAVINTMCGQGMQAFDYLEASKVIYTNGCIDKLVNWIHSNLFLLGGVALGLAIPQLVGILLSQILVNQIKDQIKLQLYNQQHRADPWY. Result: 0 (no interaction). (6) The miRNA is hsa-miR-5694 with sequence CAGAUCAUGGGACUGUCUCAG. The protein sequence of the target gene is MAKSAEVKLAIFGRAGVGKSALVVRFLTKRFIWEYDPTLESTYRHQATIDDEVVSMEILDTAGQEDTIQREGHMRWGEGFVLVYDITDRGSFEEVLPLKNILDEIKKPKNVTLILVGNKADLDHSRQVSTEEGEKLATELACAFYECSACTGEGNITEIFYELCREVRRRRMVQGKTRRRSSTTHVKQAINKMLTKISS. Result: 0 (no interaction).